This data is from Forward reaction prediction with 1.9M reactions from USPTO patents (1976-2016). The task is: Predict the product of the given reaction. (1) Given the reactants [Cl:1][C:2]1[CH:3]=[C:4]([C:8]2[N:13]=[C:12]3[CH2:14][CH2:15][CH2:16][C:11]3=[C:10]([NH:17][C:18]3[CH:29]=[CH:28][C:21]([O:22][CH2:23][C:24]([O:26]C)=[O:25])=[CH:20][CH:19]=3)[CH:9]=2)[CH:5]=[CH:6][CH:7]=1.[Li+].[OH-].O.C1COCC1.Cl, predict the reaction product. The product is: [Cl:1][C:2]1[CH:3]=[C:4]([C:8]2[N:13]=[C:12]3[CH2:14][CH2:15][CH2:16][C:11]3=[C:10]([NH:17][C:18]3[CH:19]=[CH:20][C:21]([O:22][CH2:23][C:24]([OH:26])=[O:25])=[CH:28][CH:29]=3)[CH:9]=2)[CH:5]=[CH:6][CH:7]=1. (2) Given the reactants [CH3:1][C:2]1[C:11]2[C:6](=[CH:7][CH:8]=[CH:9][CH:10]=2)[CH:5]=[N:4][C:3]=1[OH:12].C(N(CC)CC)C.[F:20][C:21]([F:34])([F:33])[S:22](O[S:22]([C:21]([F:34])([F:33])[F:20])(=[O:24])=[O:23])(=[O:24])=[O:23], predict the reaction product. The product is: [CH3:1][C:2]1[C:11]2[C:6](=[CH:7][CH:8]=[CH:9][CH:10]=2)[CH:5]=[N:4][C:3]=1[O:12][S:22]([C:21]([F:34])([F:33])[F:20])(=[O:24])=[O:23]. (3) Given the reactants [NH2:1][C:2]1[NH:6][N:5]=[C:4]([NH:7][C:8]2[CH:15]=[C:14]([Cl:16])[C:11]([C:12]#[N:13])=[C:10]([Cl:17])[CH:9]=2)[N:3]=1.[F:18][C:19]([F:31])([F:30])[C:20]1[CH:25]=[CH:24][C:23]([S:26](Cl)(=[O:28])=[O:27])=[CH:22][CH:21]=1.CCN(CC)CC.C(Cl)Cl, predict the reaction product. The product is: [NH2:1][C:2]1[N:6]([S:26]([C:23]2[CH:22]=[CH:21][C:20]([C:19]([F:18])([F:30])[F:31])=[CH:25][CH:24]=2)(=[O:28])=[O:27])[N:5]=[C:4]([NH:7][C:8]2[CH:9]=[C:10]([Cl:17])[C:11]([C:12]#[N:13])=[C:14]([Cl:16])[CH:15]=2)[N:3]=1. (4) Given the reactants Br[C:2]1[CH:14]=[CH:13][C:5]2[NH:6][C:7](=[O:12])[O:8][C:9]([CH3:11])([CH3:10])[C:4]=2[CH:3]=1.Br[C:16]1[CH:21]=[CH:20][CH:19]=[C:18]([F:22])[CH:17]=1, predict the reaction product. The product is: [F:22][C:18]1[CH:17]=[C:16]([C:2]2[CH:14]=[CH:13][C:5]3[NH:6][C:7](=[O:12])[O:8][C:9]([CH3:11])([CH3:10])[C:4]=3[CH:3]=2)[CH:21]=[CH:20][CH:19]=1. (5) Given the reactants [C:1]([C:5]1[C:6]([N+:19]([O-])=O)=[CH:7][C:8]([N+]([O-])=O)=[C:9](/[CH:11]=[CH:12]/[N:13](C)C)[CH:10]=1)([CH3:4])([CH3:3])[CH3:2].O.O.[Sn](Cl)Cl, predict the reaction product. The product is: [C:1]([C:5]1[CH:10]=[C:9]2[C:8](=[CH:7][C:6]=1[NH2:19])[NH:13][CH:12]=[CH:11]2)([CH3:2])([CH3:3])[CH3:4].